The task is: Predict the reaction yield, written as a fraction of the theoretical maximum amount of product (1.0 means a 100% yield; for example, 0.34 means a 34% yield).. This data is from Reaction yield outcomes from USPTO patents with 853,638 reactions. (1) The reactants are Br[C:2]1[CH:3]=[N:4][C:5]([C:8]([N:10]([CH2:12][CH3:13])[CH3:11])=[O:9])=[N:6][CH:7]=1.[OH:14][C:15]1[C:20]2[CH:21]=[C:22]([CH3:24])[O:23][C:19]=2[CH:18]=[C:17]([C:25]([O:27][CH2:28][CH3:29])=[O:26])[CH:16]=1.C([O-])([O-])=O.[Cs+].[Cs+].N1C2C(=CC=C3C=2N=CC=C3)C=CC=1. The catalyst is [Cu](I)I.CN(C)C=O. The product is [CH2:12]([N:10]([CH3:11])[C:8]([C:5]1[N:4]=[CH:3][C:2]([O:14][C:15]2[C:20]3[CH:21]=[C:22]([CH3:24])[O:23][C:19]=3[CH:18]=[C:17]([C:25]([O:27][CH2:28][CH3:29])=[O:26])[CH:16]=2)=[CH:7][N:6]=1)=[O:9])[CH3:13]. The yield is 0.280. (2) The reactants are [CH3:1][NH:2][NH2:3].Cl[C:5]1[C:10]([C:11]([O:13][CH2:14][CH3:15])=[O:12])=[CH:9][N:8]=[C:7]([S:16][CH3:17])[N:6]=1.O. The catalyst is C(O)C. The product is [CH2:14]([O:13][C:11]([C:10]1[C:5]([N:2]([CH3:1])[NH2:3])=[N:6][C:7]([S:16][CH3:17])=[N:8][CH:9]=1)=[O:12])[CH3:15]. The yield is 0.690. (3) The reactants are Cl.[NH:2]([C:4]([C@H:6]1[CH2:11][CH2:10][C@H:9]([C:12]([O:14][CH3:15])=[O:13])[CH2:8][CH2:7]1)=O)[NH2:3].[C:16](N)(=[NH:23])[C:17]1[CH:22]=[CH:21][CH:20]=[CH:19][CH:18]=1. The catalyst is CN(C=O)C. The product is [C:17]1([C:16]2[NH:23][C:4]([C@H:6]3[CH2:11][CH2:10][C@H:9]([C:12]([O:14][CH3:15])=[O:13])[CH2:8][CH2:7]3)=[N:2][N:3]=2)[CH:22]=[CH:21][CH:20]=[CH:19][CH:18]=1. The yield is 0.260. (4) The reactants are [Cl:1][C:2]1[C:19]([C:20]([F:23])([F:22])[F:21])=[CH:18][CH:17]=[CH:16][C:3]=1[CH2:4][N:5]1[CH:10]([CH:11]2[CH2:13][CH2:12]2)[CH2:9][NH:8][C:7](=[O:14])[C:6]1=[O:15].[C:24](=O)([O-])[O-].[Na+].[Na+].F[B-](F)(F)F.C([O+](CC)CC)C. The catalyst is C(Cl)Cl. The product is [Cl:1][C:2]1[C:19]([C:20]([F:23])([F:21])[F:22])=[CH:18][CH:17]=[CH:16][C:3]=1[CH2:4][N:5]1[CH:10]([CH:11]2[CH2:12][CH2:13]2)[CH2:9][N:8]=[C:7]([O:14][CH3:24])[C:6]1=[O:15]. The yield is 1.00. (5) The reactants are CC([O-])(C)C.[K+].CC1C=CC(S([CH2:17][N+:18]#[C-])(=O)=O)=CC=1.[Cl:20][C:21]1[CH:22]=[C:23]([CH:26]=[CH:27][C:28]=1[O:29][CH3:30])[CH:24]=O.CO. The catalyst is C1COCC1.O. The product is [Cl:20][C:21]1[CH:22]=[C:23]([CH2:24][C:17]#[N:18])[CH:26]=[CH:27][C:28]=1[O:29][CH3:30]. The yield is 0.830. (6) The reactants are [CH3:1][C:2]1[CH:3]=[C:4]([CH:19]=[C:20]2[CH2:25][CH2:24][C:23](=O)[CH2:22][CH2:21]2)[CH:5]=[C:6]([O:8][C:9]2[CH:14]=[CH:13][C:12]([C:15]([F:18])([F:17])[F:16])=[CH:11][N:10]=2)[CH:7]=1.[NH3:27].C(O)C.[BH4-].[Na+]. The catalyst is CC(C)[O-].[Ti+4].CC(C)[O-].CC(C)[O-].CC(C)[O-]. The product is [CH3:1][C:2]1[CH:3]=[C:4]([CH:19]=[C:20]2[CH2:25][CH2:24][CH:23]([NH2:27])[CH2:22][CH2:21]2)[CH:5]=[C:6]([O:8][C:9]2[CH:14]=[CH:13][C:12]([C:15]([F:18])([F:17])[F:16])=[CH:11][N:10]=2)[CH:7]=1. The yield is 0.400. (7) The reactants are [O:1]1[C:5]2[CH:6]=[CH:7][CH:8]=[CH:9][C:4]=2[CH:3]=[CH:2]1.[C:10]([O:14][C:15]([N:17]1[CH2:22][CH2:21][CH2:20][CH2:19][CH:18]1[C:23](=[O:28])N(OC)C)=[O:16])([CH3:13])([CH3:12])[CH3:11].[Cl-].[NH4+]. The catalyst is C1COCC1. The product is [O:1]1[C:5]2[CH:6]=[CH:7][CH:8]=[CH:9][C:4]=2[CH:3]=[C:2]1[C:23]([CH:18]1[CH2:19][CH2:20][CH2:21][CH2:22][N:17]1[C:15]([O:14][C:10]([CH3:13])([CH3:12])[CH3:11])=[O:16])=[O:28]. The yield is 0.260.